Predict the reactants needed to synthesize the given product. From a dataset of Full USPTO retrosynthesis dataset with 1.9M reactions from patents (1976-2016). Given the product [Br:24][C:10]([C:11]1[CH:12]=[CH:13][CH:14]=[CH:15][CH:16]=1)=[C:4]([NH:3][CH:1]=[O:2])[C:5]([O:7][CH2:8][CH3:9])=[O:6], predict the reactants needed to synthesize it. The reactants are: [CH:1]([NH:3][C:4](=[CH:10][C:11]1[CH:16]=[CH:15][CH:14]=[CH:13][CH:12]=1)[C:5]([O:7][CH2:8][CH3:9])=[O:6])=[O:2].C1C(=O)N([Br:24])C(=O)C1.C(N(CC)CC)C.